This data is from Forward reaction prediction with 1.9M reactions from USPTO patents (1976-2016). The task is: Predict the product of the given reaction. (1) Given the reactants [CH2:1]([C:3]1[CH:8]=[CH:7][C:6]([S:9]([NH:12][CH:13]2[CH2:18][CH2:17][N:16](C(OC(C)(C)C)=O)[CH2:15][CH2:14]2)(=[O:11])=[O:10])=[CH:5][CH:4]=1)[CH3:2].[F:26][C:27]([F:32])([F:31])[C:28]([OH:30])=[O:29], predict the reaction product. The product is: [CH2:1]([C:3]1[CH:8]=[CH:7][C:6]([S:9]([NH:12][CH:13]2[CH2:18][CH2:17][NH:16][CH2:15][CH2:14]2)(=[O:10])=[O:11])=[CH:5][CH:4]=1)[CH3:2].[F:26][C:27]([F:32])([F:31])[C:28]([OH:30])=[O:29]. (2) The product is: [OH:8][C:9]1[CH:36]=[CH:35][C:34]([C:37]2[O:38][CH:39]=[N:40][N:41]=2)=[CH:33][C:10]=1[C:11]([NH:13][C:14]1[CH:26]=[C:25]([C:27]2[CH:28]=[CH:29][CH:30]=[CH:31][CH:32]=2)[CH:24]=[CH:23][C:15]=1[C:16]([OH:18])=[O:17])=[O:12]. Given the reactants FC(F)(F)C(O)=O.[OH:8][C:9]1[CH:36]=[CH:35][C:34]([C:37]2[O:38][CH:39]=[N:40][N:41]=2)=[CH:33][C:10]=1[C:11]([NH:13][C:14]1[CH:26]=[C:25]([C:27]2[CH:32]=[CH:31][CH:30]=[CH:29][CH:28]=2)[CH:24]=[CH:23][C:15]=1[C:16]([O:18]C(C)(C)C)=[O:17])=[O:12], predict the reaction product. (3) Given the reactants [CH2:1]([O:3][C:4]([C:6]1([CH2:20][C:21]2[CH:26]=[CH:25][CH:24]=[CH:23][C:22]=2[CH2:27]Br)[C:11](=[O:12])[CH2:10][CH2:9][N:8](C(OC(C)(C)C)=O)[CH2:7]1)=[O:5])[CH3:2], predict the reaction product. The product is: [CH2:1]([O:3][C:4]([C:6]12[CH2:7][N:8]([CH2:9][CH2:10][C:11]1=[O:12])[CH2:27][C:22]1[CH:23]=[CH:24][CH:25]=[CH:26][C:21]=1[CH2:20]2)=[O:5])[CH3:2].